This data is from Catalyst prediction with 721,799 reactions and 888 catalyst types from USPTO. The task is: Predict which catalyst facilitates the given reaction. (1) Reactant: [F:1][C:2]1[CH:22]=[C:21]([N+:23]([O-])=O)[CH:20]=[CH:19][C:3]=1[O:4][C:5]1[C:14]2[C:9](=[CH:10][C:11]([O:17][CH3:18])=[C:12]([O:15][CH3:16])[CH:13]=2)[N:8]=[CH:7][CH:6]=1.Cl. Product: [CH3:16][O:15][C:12]1[CH:13]=[C:14]2[C:9](=[CH:10][C:11]=1[O:17][CH3:18])[N:8]=[CH:7][CH:6]=[C:5]2[O:4][C:3]1[CH:19]=[CH:20][C:21]([NH2:23])=[CH:22][C:2]=1[F:1]. The catalyst class is: 5. (2) Reactant: [CH3:1][O:2][C:3]1[CH:4]=[C:5]([C:11]2[C:19]3[C:14](=[N:15][CH:16]=[CH:17][CH:18]=3)[N:13]([C:20]([C:22]3[CH:27]=[CH:26][C:25]([N+:28]([O-])=O)=[CH:24][C:23]=3[O:31][CH2:32][CH3:33])=[O:21])[CH:12]=2)[CH:6]=[CH:7][C:8]=1[O:9][CH3:10]. Product: [NH2:28][C:25]1[CH:26]=[CH:27][C:22]([C:20]([N:13]2[C:14]3=[N:15][CH:16]=[CH:17][CH:18]=[C:19]3[C:11]([C:5]3[CH:6]=[CH:7][C:8]([O:9][CH3:10])=[C:3]([O:2][CH3:1])[CH:4]=3)=[CH:12]2)=[O:21])=[C:23]([O:31][CH2:32][CH3:33])[CH:24]=1. The catalyst class is: 99.